This data is from Catalyst prediction with 721,799 reactions and 888 catalyst types from USPTO. The task is: Predict which catalyst facilitates the given reaction. (1) Reactant: [CH3:1][N:2]1[C:10]2[C:5](=[C:6]([CH3:20])[C:7](B3OC(C)(C)C(C)(C)O3)=[CH:8][CH:9]=2)[CH2:4][C:3]1=[O:21].Br[C:23]1[CH:24]=[C:25]([CH2:29][OH:30])[CH:26]=[N:27][CH:28]=1.COCCOC.C(=O)([O-])[O-].[Na+].[Na+]. Product: [OH:30][CH2:29][C:25]1[CH:24]=[C:23]([C:7]2[C:6]([CH3:20])=[C:5]3[C:10](=[CH:9][CH:8]=2)[N:2]([CH3:1])[C:3](=[O:21])[CH2:4]3)[CH:28]=[N:27][CH:26]=1. The catalyst class is: 668. (2) Reactant: [F:1][C:2]1[C:7]2[N:8]=[C:9]([C:11]3[CH:12]=[C:13]([C:21]4[C:22]([N:41]([CH3:46])[S:42]([CH3:45])(=[O:44])=[O:43])=[CH:23][C:24]5[O:28][C:27]([C:29]6[CH:34]=[CH:33][C:32]([F:35])=[CH:31][CH:30]=6)=[C:26]([C:36]([NH:38][CH3:39])=[O:37])[C:25]=5[CH:40]=4)[CH:14]=[C:15](/[C:17](=[N:19]\O)/[CH3:18])[CH:16]=3)[O:10][C:6]=2[CH:5]=[CH:4][CH:3]=1. Product: [NH2:19][CH:17]([C:15]1[CH:14]=[C:13]([C:21]2[C:22]([N:41]([CH3:46])[S:42]([CH3:45])(=[O:43])=[O:44])=[CH:23][C:24]3[O:28][C:27]([C:29]4[CH:30]=[CH:31][C:32]([F:35])=[CH:33][CH:34]=4)=[C:26]([C:36]([NH:38][CH3:39])=[O:37])[C:25]=3[CH:40]=2)[CH:12]=[C:11]([C:9]2[O:10][C:6]3[CH:5]=[CH:4][CH:3]=[C:2]([F:1])[C:7]=3[N:8]=2)[CH:16]=1)[CH3:18]. The catalyst class is: 750. (3) Reactant: C1N=CN(C(N2C=NC=C2)=O)C=1.[F:13][C:14]1[CH:25]=[CH:24][C:17]([CH2:18][O:19][CH2:20][C:21]([OH:23])=O)=[CH:16][CH:15]=1.[NH2:26][CH2:27][CH2:28][CH2:29][C:30]1[CH:35]=[CH:34][C:33]([S:36]([NH:39][C:40]2[CH:45]=[CH:44][C:43]([O:46][CH3:47])=[CH:42][CH:41]=2)(=[O:38])=[O:37])=[CH:32][CH:31]=1. Product: [F:13][C:14]1[CH:15]=[CH:16][C:17]([CH2:18][O:19][CH2:20][C:21]([NH:26][CH2:27][CH2:28][CH2:29][C:30]2[CH:31]=[CH:32][C:33]([S:36](=[O:37])(=[O:38])[NH:39][C:40]3[CH:45]=[CH:44][C:43]([O:46][CH3:47])=[CH:42][CH:41]=3)=[CH:34][CH:35]=2)=[O:23])=[CH:24][CH:25]=1. The catalyst class is: 59. (4) Reactant: Cl[CH2:2][CH2:3][CH2:4][CH2:5][CH2:6][CH2:7][CH2:8][CH2:9][CH2:10][CH2:11][CH2:12][CH:13]=[CH:14][CH2:15][CH2:16][CH2:17][CH2:18][CH2:19][CH2:20][CH2:21][CH2:22][CH2:23][CH2:24][CH:25]=[CH:26][CH2:27][CH2:28][CH2:29][CH2:30][CH2:31][CH2:32][CH2:33][CH2:34][CH2:35][CH2:36][C:37]([OH:39])=[O:38].[N-:40]=[N+:41]=[N-:42].[Na+].O.C(OCC)(=O)C. The catalyst class is: 3. Product: [N:40]([CH2:2][CH2:3][CH2:4][CH2:5][CH2:6][CH2:7][CH2:8][CH2:9][CH2:10][CH2:11][CH2:12][CH:13]=[CH:14][CH2:15][CH2:16][CH2:17][CH2:18][CH2:19][CH2:20][CH2:21][CH2:22][CH2:23][CH2:24][CH:25]=[CH:26][CH2:27][CH2:28][CH2:29][CH2:30][CH2:31][CH2:32][CH2:33][CH2:34][CH2:35][CH2:36][C:37]([OH:39])=[O:38])=[N+:41]=[N-:42]. (5) Reactant: Br[C:2]1[CH:3]=[C:4]([C:8]2([CH3:37])[C:13]([CH3:15])([CH3:14])[O:12][C:11]([NH:16][C@H:17]([C:28]3[CH:33]=[CH:32][CH:31]=[CH:30][C:29]=3[F:34])[CH2:18][CH2:19][O:20][Si](C(C)(C)C)(C)C)=[N:10][S:9]2(=[O:36])=[O:35])[CH:5]=[CH:6][CH:7]=1.[N:38]1[CH:43]=[C:42](B(O)O)[CH:41]=[N:40][CH:39]=1.C(=O)([O-])[O-].[Cs+].[Cs+]. Product: [F:34][C:29]1[CH:30]=[CH:31][CH:32]=[CH:33][C:28]=1[C@@H:17]([NH:16][C:11]1[O:12][C:13]([CH3:14])([CH3:15])[C:8]([CH3:37])([C:4]2[CH:5]=[CH:6][CH:7]=[C:2]([C:42]3[CH:43]=[N:38][CH:39]=[N:40][CH:41]=3)[CH:3]=2)[S:9](=[O:36])(=[O:35])[N:10]=1)[CH2:18][CH2:19][OH:20]. The catalyst class is: 38. (6) Reactant: CS(O[CH2:6][CH2:7][CH2:8][S:9]([C:12]1[CH:17]=[CH:16][CH:15]=[C:14]([O:18][C:19]2[CH:24]=[CH:23][C:22]([F:25])=[C:21]([C:26]3[C:35]4[C:30](=[C:31]([C:36]([F:39])([F:38])[F:37])[CH:32]=[CH:33][CH:34]=4)[N:29]=[CH:28][N:27]=3)[CH:20]=2)[CH:13]=1)(=[O:11])=[O:10])(=O)=O.[C-:40]#[N:41].[K+].O. Product: [F:25][C:22]1[CH:23]=[CH:24][C:19]([O:18][C:14]2[CH:13]=[C:12]([S:9]([CH2:8][CH2:7][CH2:6][C:40]#[N:41])(=[O:10])=[O:11])[CH:17]=[CH:16][CH:15]=2)=[CH:20][C:21]=1[C:26]1[C:35]2[C:30](=[C:31]([C:36]([F:38])([F:39])[F:37])[CH:32]=[CH:33][CH:34]=2)[N:29]=[CH:28][N:27]=1. The catalyst class is: 3. (7) Reactant: Cl[C:2]1[N:7]=[C:6]2[C:8](=[O:19])[N:9]([CH2:11][C:12]3[CH:17]=[CH:16][C:15]([F:18])=[CH:14][CH:13]=3)[CH2:10][C:5]2=[CH:4][CH:3]=1.[F:20][C:21]1[CH:26]=[CH:25][C:24]([C:27]2[O:28][C:29]3[CH:39]=[C:38]([N:40]([CH3:45])[S:41]([CH3:44])(=[O:43])=[O:42])[C:37](B4OC(C)(C)C(C)(C)O4)=[CH:36][C:30]=3[C:31]=2[C:32]([NH:34][CH3:35])=[O:33])=[CH:23][CH:22]=1.CC(C1C=C(C(C)C)C(C2C=CC=CC=2P(C2CCCCC2)C2CCCCC2)=C(C(C)C)C=1)C. Product: [F:18][C:15]1[CH:16]=[CH:17][C:12]([CH2:11][N:9]2[CH2:10][C:5]3[C:6](=[N:7][C:2]([C:37]4[C:38]([N:40]([CH3:45])[S:41]([CH3:44])(=[O:43])=[O:42])=[CH:39][C:29]5[O:28][C:27]([C:24]6[CH:25]=[CH:26][C:21]([F:20])=[CH:22][CH:23]=6)=[C:31]([C:32]([NH:34][CH3:35])=[O:33])[C:30]=5[CH:36]=4)=[CH:3][CH:4]=3)[C:8]2=[O:19])=[CH:13][CH:14]=1. The catalyst class is: 333. (8) Reactant: [PH4+].[Br-].[Br:3][C:4]1[CH:5]=[CH:6][C:7]([I:30])=[C:8]([CH:29]=1)[CH2:9][P+](C1C=CC=CC=1)(C1C=CC=CC=1)C1C=CC=CC=1.CC(C)([O-])C.[K+].[Br:37][C:38]1[CH:39]=[CH:40][C:41]([I:46])=[C:42]([CH:45]=1)[CH:43]=O. Product: [Br:37][C:38]1[CH:39]=[CH:40][C:41]([I:46])=[C:42](/[CH:43]=[CH:9]\[C:8]2[CH:29]=[C:4]([Br:3])[CH:5]=[CH:6][C:7]=2[I:30])[CH:45]=1. The catalyst class is: 1. (9) Reactant: [CH:1]([C:3]1[CH:18]=[CH:17][C:6]([O:7][C:8]2[N:9]=[CH:10][C:11]([C:14]([NH2:16])=[O:15])=[N:12][CH:13]=2)=[C:5]([O:19][CH3:20])[CH:4]=1)=O.[CH3:21][C:22]([CH3:28])([CH3:27])[CH2:23][CH2:24][CH2:25][NH2:26].[BH4-].[Na+]. Product: [CH3:21][C:22]([CH3:28])([CH3:27])[CH2:23][CH2:24][CH2:25][NH:26][CH2:1][C:3]1[CH:18]=[CH:17][C:6]([O:7][C:8]2[N:9]=[CH:10][C:11]([C:14]([NH2:16])=[O:15])=[N:12][CH:13]=2)=[C:5]([O:19][CH3:20])[CH:4]=1. The catalyst class is: 5. (10) Reactant: [NH2:1][C:2]1[N:3]=[C:4]2[CH:9]=[CH:8][C:7]([O:10][C:11]3[CH:12]=[C:13]([NH:17][C:18](=[O:29])[C:19]4[CH:24]=[CH:23][CH:22]=[C:21]([C:25]([F:28])([F:27])[F:26])[CH:20]=4)[CH:14]=[CH:15][CH:16]=3)=[N:6][N:5]2[CH:30]=1.[CH3:31][S:32]([CH2:35][C:36](O)=[O:37])(=[O:34])=[O:33].Cl.CN(C)CCCN=C=NCC.ON1C2C=CC=CC=2N=N1.C(N(CC)CC)C. Product: [CH3:31][S:32]([CH2:35][C:36]([NH:1][C:2]1[N:3]=[C:4]2[CH:9]=[CH:8][C:7]([O:10][C:11]3[CH:12]=[C:13]([NH:17][C:18](=[O:29])[C:19]4[CH:24]=[CH:23][CH:22]=[C:21]([C:25]([F:28])([F:27])[F:26])[CH:20]=4)[CH:14]=[CH:15][CH:16]=3)=[N:6][N:5]2[CH:30]=1)=[O:37])(=[O:34])=[O:33]. The catalyst class is: 9.